Predict the product of the given reaction. From a dataset of Forward reaction prediction with 1.9M reactions from USPTO patents (1976-2016). (1) Given the reactants FC(F)(F)C1C=C(NC(N[C@@H](C2C3C(=CC=C(OC)C=3)N=CC=2)[C@@H]2CC3CCN2CC3)=O)C=C(C(F)(F)F)C=1.C=CC.[N+:43]([CH3:46])([O-:45])=[O:44].[C:47]([O:51][C:52](=[O:76])[C:53]1[CH:58]=[CH:57][C:56]([C:59](=[O:74])/[CH:60]=[C:61](\[C:66]2[CH:71]=[C:70]([Cl:72])[CH:69]=[C:68]([Cl:73])[CH:67]=2)/[C:62]([F:65])([F:64])[F:63])=[CH:55][C:54]=1[CH3:75])([CH3:50])([CH3:49])[CH3:48], predict the reaction product. The product is: [C:47]([O:51][C:52](=[O:76])[C:53]1[CH:58]=[CH:57][C:56]([C:59](=[O:74])[CH2:60][C@@:61]([C:66]2[CH:71]=[C:70]([Cl:72])[CH:69]=[C:68]([Cl:73])[CH:67]=2)([CH2:46][N+:43]([O-:45])=[O:44])[C:62]([F:64])([F:63])[F:65])=[CH:55][C:54]=1[CH3:75])([CH3:50])([CH3:49])[CH3:48]. (2) Given the reactants [S:1]1[CH:5]=[CH:4][CH:3]=[C:2]1[CH:6]=O.[CH3:8][O:9][CH2:10][CH2:11][NH2:12].[C:13]1(=[O:24])[O:19][C:17](=O)[C:16]2=[CH:20][CH:21]=[CH:22][CH:23]=[C:15]2[CH2:14]1.[F:25][C:26]1[CH:32]=[CH:31][C:29]([NH2:30])=[CH:28][CH:27]=1, predict the reaction product. The product is: [F:25][C:26]1[CH:32]=[CH:31][C:29]([NH:30][C:13]([CH:14]2[C:15]3[C:16](=[CH:20][CH:21]=[CH:22][CH:23]=3)[C:17](=[O:19])[N:12]([CH2:11][CH2:10][O:9][CH3:8])[CH:6]2[C:2]2[S:1][CH:5]=[CH:4][CH:3]=2)=[O:24])=[CH:28][CH:27]=1. (3) Given the reactants [OH:1][C:2]1([CH2:15][OH:16])[CH2:7][CH2:6][N:5]([C:8]([O:10][C:11]([CH3:14])([CH3:13])[CH3:12])=[O:9])[CH2:4][CH2:3]1.CCN(C(C)C)C(C)C.[S:26](Cl)(Cl)=[O:27].C(=O)(O)[O-].[Na+], predict the reaction product. The product is: [O:1]1[C:2]2([CH2:7][CH2:6][N:5]([C:8]([O:10][C:11]([CH3:12])([CH3:13])[CH3:14])=[O:9])[CH2:4][CH2:3]2)[CH2:15][O:16][S:26]1=[O:27].